The task is: Predict the reaction yield, written as a fraction of the theoretical maximum amount of product (1.0 means a 100% yield; for example, 0.34 means a 34% yield).. This data is from Reaction yield outcomes from USPTO patents with 853,638 reactions. (1) The yield is 0.840. The reactants are CC1(C)C(C)(C)OB([C:9]2[CH:14]=[CH:13][C:12]([C:15]([F:18])([F:17])[F:16])=[CH:11][CH:10]=2)O1.Br[C:21]1[CH:22]=[C:23]([CH:26]=[C:27]([F:29])[CH:28]=1)[C:24]#[N:25].C(=O)([O-])[O-].[K+].[K+].O. The catalyst is CN(C=O)C.C1C=CC([P]([Pd]([P](C2C=CC=CC=2)(C2C=CC=CC=2)C2C=CC=CC=2)([P](C2C=CC=CC=2)(C2C=CC=CC=2)C2C=CC=CC=2)[P](C2C=CC=CC=2)(C2C=CC=CC=2)C2C=CC=CC=2)(C2C=CC=CC=2)C2C=CC=CC=2)=CC=1. The product is [F:29][C:27]1[CH:26]=[C:23]([C:24]#[N:25])[CH:22]=[C:21]([C:9]2[CH:10]=[CH:11][C:12]([C:15]([F:16])([F:17])[F:18])=[CH:13][CH:14]=2)[CH:28]=1. (2) The reactants are Cl[C:2]1[C:3]2[C:10]([CH3:11])=[CH:9][S:8][C:4]=2[N:5]=[CH:6][N:7]=1.[CH3:12][O:13][C:14]1[CH:15]=[C:16]([CH2:20][CH2:21][NH2:22])[CH:17]=[CH:18][CH:19]=1.C(N(CC)CC)C. The catalyst is CCO. The product is [CH3:12][O:13][C:14]1[CH:15]=[C:16]([CH2:20][CH2:21][NH:22][C:2]2[C:3]3[C:10]([CH3:11])=[CH:9][S:8][C:4]=3[N:5]=[CH:6][N:7]=2)[CH:17]=[CH:18][CH:19]=1. The yield is 0.680. (3) The reactants are [C:1]([C:5]1[CH:30]=[CH:29][C:8]([C:9]([NH:11][C:12]2[C:13]([NH:18]C(=O)C3C=CC=C(C#N)C=3)=[CH:14][CH:15]=[CH:16][CH:17]=2)=[O:10])=[CH:7][CH:6]=1)([CH3:4])([CH3:3])[CH3:2].O.[C:32]([OH:35])(=O)[CH3:33].O.[PH2]([O-])=O.[Na+]. The catalyst is N1C=CC=CC=1.[Ni]. The product is [C:1]([C:5]1[CH:30]=[CH:29][C:8]([C:9]([N:11]([C:32](=[O:35])[C:33]2[CH:5]=[CH:6][CH:7]=[C:8]([C:9]#[N:11])[CH:29]=2)[C:12]2[C:13]([NH2:18])=[CH:14][CH:15]=[CH:16][CH:17]=2)=[O:10])=[CH:7][CH:6]=1)([CH3:4])([CH3:2])[CH3:3]. The yield is 0.0600. (4) The reactants are [Cl:1][C:2]1[N:7]=[C:6]([CH2:8][C:9]([C:11]2[C:12]([F:29])=[C:13]([NH:17][S:18]([C:21]3[C:26]([F:27])=[CH:25][CH:24]=[CH:23][C:22]=3[F:28])(=[O:20])=[O:19])[CH:14]=[CH:15][CH:16]=2)=O)[CH:5]=[CH:4][N:3]=1.C1C(=O)N(Br)C(=O)C1.[O:38]1[CH2:43][CH2:42][CH:41]([C:44](=[S:46])[NH2:45])[CH2:40][CH2:39]1.O. The product is [Cl:1][C:2]1[N:7]=[C:6]([C:8]2[S:46][C:44]([CH:41]3[CH2:42][CH2:43][O:38][CH2:39][CH2:40]3)=[N:45][C:9]=2[C:11]2[C:12]([F:29])=[C:13]([NH:17][S:18]([C:21]3[C:26]([F:27])=[CH:25][CH:24]=[CH:23][C:22]=3[F:28])(=[O:20])=[O:19])[CH:14]=[CH:15][CH:16]=2)[CH:5]=[CH:4][N:3]=1. The yield is 0.519. The catalyst is CC(N(C)C)=O. (5) The reactants are C[O:2][C:3]1[CH:8]=[CH:7][N:6]2[CH:9]=[C:10]([C:12]([O:14]CC)=[O:13])[N:11]=[C:5]2[CH:4]=1.[BrH:17]. No catalyst specified. The product is [BrH:17].[OH:2][C:3]1[CH:8]=[CH:7][N:6]2[CH:9]=[C:10]([C:12]([OH:14])=[O:13])[N:11]=[C:5]2[CH:4]=1. The yield is 0.930. (6) The yield is 0.990. The catalyst is C(Cl)Cl. The product is [CH3:5][O:6][C:7](=[O:35])[C:8]([C:20]1[CH:25]=[CH:24][C:23]([O:26][C:27]2[CH:32]=[CH:31][C:30]([CH2:33][Br:2])=[CH:29][CH:28]=2)=[CH:22][CH:21]=1)=[CH:9][C:10]1[CH:15]=[C:14]([O:16][CH3:17])[CH:13]=[C:12]([O:18][CH3:19])[CH:11]=1. The reactants are P(Br)(Br)[Br:2].[CH3:5][O:6][C:7](=[O:35])[C:8]([C:20]1[CH:25]=[CH:24][C:23]([O:26][C:27]2[CH:32]=[CH:31][C:30]([CH2:33]O)=[CH:29][CH:28]=2)=[CH:22][CH:21]=1)=[CH:9][C:10]1[CH:15]=[C:14]([O:16][CH3:17])[CH:13]=[C:12]([O:18][CH3:19])[CH:11]=1. (7) The reactants are Br[C:2]1[S:3][C:4]([NH:30][C:31](=[O:37])[O:32][C:33]([CH3:36])([CH3:35])[CH3:34])=[C:5]([C:7](=[O:29])[NH:8][C:9]2[CH:10]=[N:11][N:12]([CH3:28])[C:13]=2[N:14]2[CH2:20][CH2:19][CH2:18][C@H:17]([NH:21][C:22](=[O:27])[C:23]([F:26])([F:25])[F:24])[CH2:16][CH2:15]2)[N:6]=1.[F:38][C:39]1[CH:44]=[C:43](B2OC(C)(C)C(C)(C)O2)[CH:42]=[CH:41][N:40]=1.CC([O-])=O.[K+].C([O-])([O-])=O.[Na+].[Na+]. The catalyst is C(#N)C.C1C=CC(P([C]2[CH][CH][CH][CH]2)C2C=CC=CC=2)=CC=1.C1C=CC(P([C]2[CH][CH][CH][CH]2)C2C=CC=CC=2)=CC=1.Cl[Pd]Cl.[Fe]. The product is [F:38][C:39]1[CH:44]=[C:43]([C:2]2[S:3][C:4]([NH:30][C:31](=[O:37])[O:32][C:33]([CH3:36])([CH3:35])[CH3:34])=[C:5]([C:7](=[O:29])[NH:8][C:9]3[CH:10]=[N:11][N:12]([CH3:28])[C:13]=3[N:14]3[CH2:20][CH2:19][CH2:18][C@H:17]([NH:21][C:22](=[O:27])[C:23]([F:26])([F:25])[F:24])[CH2:16][CH2:15]3)[N:6]=2)[CH:42]=[CH:41][N:40]=1. The yield is 0.580.